Dataset: TCR-epitope binding with 47,182 pairs between 192 epitopes and 23,139 TCRs. Task: Binary Classification. Given a T-cell receptor sequence (or CDR3 region) and an epitope sequence, predict whether binding occurs between them. (1) The epitope is QECVRGTTVL. The TCR CDR3 sequence is CASSLRDDYEQYF. Result: 1 (the TCR binds to the epitope). (2) The epitope is YLQPRTFLL. The TCR CDR3 sequence is CASSELNTGELFF. Result: 1 (the TCR binds to the epitope).